From a dataset of Reaction yield outcomes from USPTO patents with 853,638 reactions. Predict the reaction yield, written as a fraction of the theoretical maximum amount of product (1.0 means a 100% yield; for example, 0.34 means a 34% yield). (1) The reactants are [Cl:1][C:2]1[CH:31]=[CH:30][C:5]([CH2:6][C:7]2[N:8]=[C:9]([C:23]3[CH:28]=[CH:27][N:26]=[C:25]([CH3:29])[CH:24]=3)[S:10][C:11]=2[C:12]2[N:16]=[CH:15][N:14](C3CCCCO3)[N:13]=2)=[CH:4][CH:3]=1.Cl.O1CCOCC1. The catalyst is O1CCCC1.CO. The product is [Cl:1][C:2]1[CH:31]=[CH:30][C:5]([CH2:6][C:7]2[N:8]=[C:9]([C:23]3[CH:28]=[CH:27][N:26]=[C:25]([CH3:29])[CH:24]=3)[S:10][C:11]=2[C:12]2[NH:16][CH:15]=[N:14][N:13]=2)=[CH:4][CH:3]=1. The yield is 0.399. (2) The reactants are [Cl-].O[NH3+:3].[C:4](=[O:7])([O-])[OH:5].[Na+].CS(C)=O.[CH3:13][C:14]1[N:15]([CH2:39][C:40]2[CH:45]=[CH:44][CH:43]=[CH:42][N:41]=2)[C:16](=[O:38])[C:17]([CH2:23][C:24]2[CH:29]=[CH:28][C:27]([C:30]3[C:31]([C:36]#[N:37])=[CH:32][CH:33]=[CH:34][CH:35]=3)=[CH:26][CH:25]=2)=[C:18]([CH2:20][CH2:21][CH3:22])[N:19]=1. The catalyst is C(OCC)(=O)C. The product is [CH3:13][C:14]1[N:15]([CH2:39][C:40]2[CH:45]=[CH:44][CH:43]=[CH:42][N:41]=2)[C:16](=[O:38])[C:17]([CH2:23][C:24]2[CH:25]=[CH:26][C:27]([C:30]3[CH:35]=[CH:34][CH:33]=[CH:32][C:31]=3[C:36]3[NH:3][C:4](=[O:7])[O:5][N:37]=3)=[CH:28][CH:29]=2)=[C:18]([CH2:20][CH2:21][CH3:22])[N:19]=1. The yield is 0.700. (3) The reactants are [CH3:1][S:2]([C:5]1[CH:6]=[C:7]([CH:12]=[CH:13][CH:14]=1)[CH:8]=[CH:9][CH:10]=O)(=[O:4])=[O:3].[NH2:15][NH:16][C:17]([NH2:19])=[S:18]. No catalyst specified. The product is [CH3:1][S:2]([C:5]1[CH:6]=[C:7]([CH:12]=[CH:13][CH:14]=1)[CH:8]=[CH:9][CH:10]=[N:15][NH:16][C:17]([NH2:19])=[S:18])(=[O:4])=[O:3]. The yield is 0.700.